Predict which catalyst facilitates the given reaction. From a dataset of Catalyst prediction with 721,799 reactions and 888 catalyst types from USPTO. Reactant: C[O:2][C:3]([C:5]1[CH:10]=[CH:9][C:8]([C:11]2[CH:16]=[CH:15][C:14]([CH:17]([CH3:40])[C:18]([C:24]3[CH:39]=[CH:38][C:27]4[N:28](CC=C)[C:29](=[O:34])[N:30](CC=C)[C:26]=4[CH:25]=3)([OH:23])[C:19]([F:22])([F:21])[F:20])=[C:13]([Cl:41])[CH:12]=2)=[CH:7][C:6]=1[F:42])=[O:4].Cl.[Li+].[OH-]. Product: [Cl:41][C:13]1[CH:12]=[C:11]([C:8]2[CH:9]=[CH:10][C:5]([C:3]([OH:4])=[O:2])=[C:6]([F:42])[CH:7]=2)[CH:16]=[CH:15][C:14]=1[CH:17]([CH3:40])[C:18]([OH:23])([C:24]1[CH:39]=[CH:38][C:27]2[NH:28][C:29](=[O:34])[NH:30][C:26]=2[CH:25]=1)[C:19]([F:22])([F:20])[F:21]. The catalyst class is: 259.